This data is from CYP2C9 inhibition data for predicting drug metabolism from PubChem BioAssay. The task is: Regression/Classification. Given a drug SMILES string, predict its absorption, distribution, metabolism, or excretion properties. Task type varies by dataset: regression for continuous measurements (e.g., permeability, clearance, half-life) or binary classification for categorical outcomes (e.g., BBB penetration, CYP inhibition). Dataset: cyp2c9_veith. The compound is C=C(C)CN(CC#N)CC(=C)C. The result is 0 (non-inhibitor).